From a dataset of Full USPTO retrosynthesis dataset with 1.9M reactions from patents (1976-2016). Predict the reactants needed to synthesize the given product. (1) The reactants are: ClC(OCC(C)C)=O.[C:9]([O:13][C:14]([NH:16][C@@H:17]([CH2:21][CH2:22][C:23]1[CH:28]=[CH:27][CH:26]=[CH:25][CH:24]=1)[C:18]([OH:20])=O)=[O:15])([CH3:12])([CH3:11])[CH3:10].CN1CCOCC1.Cl.[CH3:37][NH:38][O:39][CH3:40]. Given the product [CH3:40][O:39][N:38]([CH3:37])[C:18](=[O:20])[CH:17]([NH:16][C:14]([O:13][C:9]([CH3:10])([CH3:11])[CH3:12])=[O:15])[CH2:21][CH2:22][C:23]1[CH:28]=[CH:27][CH:26]=[CH:25][CH:24]=1, predict the reactants needed to synthesize it. (2) Given the product [F:1][C:2](=[C:5]([CH3:7])[CH3:6])[CH2:3][N:12]1[C:8](=[O:18])[C:9]2[C:10](=[CH:14][CH:15]=[CH:16][CH:17]=2)[C:11]1=[O:13], predict the reactants needed to synthesize it. The reactants are: [F:1][C:2](=[C:5]([CH3:7])[CH3:6])[CH2:3]O.[C:8]1(=[O:18])[NH:12][C:11](=[O:13])[C:10]2=[CH:14][CH:15]=[CH:16][CH:17]=[C:9]12.C1C=CC(P(C2C=CC=CC=2)C2C=CC=CC=2)=CC=1.CCOC(/N=N/C(OCC)=O)=O.